This data is from Full USPTO retrosynthesis dataset with 1.9M reactions from patents (1976-2016). The task is: Predict the reactants needed to synthesize the given product. (1) The reactants are: [N:1]1([CH:7]=[O:8])[CH2:6][CH2:5][NH:4][CH2:3][CH2:2]1.Br[CH2:10][CH2:11][CH2:12][OH:13].C(=O)([O-])[O-].[K+].[K+]. Given the product [OH:13][CH2:12][CH2:11][CH2:10][N:4]1[CH2:5][CH2:6][N:1]([CH:7]=[O:8])[CH2:2][CH2:3]1, predict the reactants needed to synthesize it. (2) Given the product [CH2:49]([O:51][C:52]1[CH:57]=[CH:56][C:55]([C:58]2[CH:63]=[CH:62][CH:61]=[C:60]([NH:64][C:22]([C:17]3[C:18](=[O:21])[O:19][C:20]4[C:15]([CH:16]=3)=[CH:14][CH:13]=[CH:12][C:11]=4[OH:10])=[O:24])[CH:59]=2)=[CH:54][C:53]=1[CH3:65])[CH3:50], predict the reactants needed to synthesize it. The reactants are: CCN(C(C)C)C(C)C.[OH:10][C:11]1[CH:12]=[CH:13][CH:14]=[C:15]2[C:20]=1[O:19][C:18](=[O:21])[C:17]([C:22]([OH:24])=O)=[CH:16]2.CN(C(ON1N=NC2C=CC=NC1=2)=[N+](C)C)C.F[P-](F)(F)(F)(F)F.[CH2:49]([O:51][C:52]1[CH:57]=[CH:56][C:55]([C:58]2[CH:63]=[CH:62][CH:61]=[C:60]([NH2:64])[CH:59]=2)=[CH:54][C:53]=1[CH3:65])[CH3:50]. (3) Given the product [CH3:16][O:17][C:18](=[O:24])[C@@H:19]([NH:20][C:12](=[O:14])[C@H:10]([CH3:11])[NH:9][C:4]1[CH:5]=[C:6]([Cl:8])[CH:7]=[C:2]([Cl:1])[CH:3]=1)[CH2:21][CH2:22][CH3:23], predict the reactants needed to synthesize it. The reactants are: [Cl:1][C:2]1[CH:3]=[C:4]([NH:9][CH:10]([C:12]([OH:14])=O)[CH3:11])[CH:5]=[C:6]([Cl:8])[CH:7]=1.Cl.[CH3:16][O:17][C:18](=[O:24])[C@H:19]([CH2:21][CH2:22][CH3:23])[NH2:20]. (4) Given the product [F:31][C:28]1[CH:29]=[CH:30][C:25]([C:24]2[CH:23]=[CH:22][N:21]=[CH:20][C:19]=2[N:17]([CH3:18])[C:15](=[O:16])[C:14]2[CH:34]=[C:35]([O:37][C:38]([F:41])([F:40])[F:39])[CH:36]=[C:12]([S:43]([CH3:42])(=[O:45])=[O:44])[CH:13]=2)=[C:26]([O:32][CH3:33])[CH:27]=1, predict the reactants needed to synthesize it. The reactants are: N1CCC[C@H]1C(O)=O.[OH-].[Na+].Br[C:12]1[CH:13]=[C:14]([CH:34]=[C:35]([O:37][C:38]([F:41])([F:40])[F:39])[CH:36]=1)[C:15]([N:17]([C:19]1[CH:20]=[N:21][CH:22]=[CH:23][C:24]=1[C:25]1[CH:30]=[CH:29][C:28]([F:31])=[CH:27][C:26]=1[O:32][CH3:33])[CH3:18])=[O:16].[CH3:42][S:43]([O-:45])=[O:44].[Na+].[NH4+].[Cl-]. (5) The reactants are: [I-].[C:2]([O:6][C:7]([NH:9][CH2:10][C:11]1[CH:12]=[C:13]([NH:17][C@@H:18]([C:36]2[CH:41]=[CH:40][CH:39]=[CH:38][CH:37]=2)[C:19]([NH:21][C:22]2[CH:27]=[CH:26][C:25]([N+:28]3[C@H:29](S)[CH2:30][CH2:31][C:32]=3C)=[C:24]([Cl:35])[CH:23]=2)=[O:20])[CH:14]=[CH:15][CH:16]=1)=[O:8])([CH3:5])([CH3:4])[CH3:3].C([O-])(=O)C.[NH4+:46]. Given the product [Cl:35][C:24]1[CH:23]=[C:22]([NH:21][C:19]([CH:18]([NH:17][C:13]2[CH:12]=[C:11]([CH:16]=[CH:15][CH:14]=2)[CH2:10][NH:9][C:7](=[O:8])[O:6][C:2]([CH3:4])([CH3:5])[CH3:3])[C:36]2[CH:37]=[CH:38][CH:39]=[CH:40][CH:41]=2)=[O:20])[CH:27]=[CH:26][C:25]=1[N:28]1[CH2:29][CH2:30][CH2:31][C:32]1=[NH:46], predict the reactants needed to synthesize it. (6) Given the product [Cl:1][C:2]1[CH:3]=[C:4]([CH:13]=[CH:14][C:15]=1[F:16])[CH2:5][N:6]1[CH2:11][CH2:10][CH:9]=[CH:8][C:7]1=[O:12], predict the reactants needed to synthesize it. The reactants are: [Cl:1][C:2]1[CH:3]=[C:4]([CH:13]=[CH:14][C:15]=1[F:16])[CH2:5][N:6]1[CH2:11][CH2:10][CH2:9][CH2:8][C:7]1=[O:12].C[Si]([N-][Si](C)(C)C)(C)C.[Li+].C1(S(OC)(=O)=O)C=CC=CC=1. (7) Given the product [CH3:23][C:17]1[CH:18]=[C:19]([CH3:22])[CH:20]=[CH:21][C:16]=1[N:13]1[CH2:14][CH2:15][N:10]([C:8]([C:5]2[CH:6]=[CH:7][C:2]([N:30]3[CH2:31][CH2:32][O:28][C:29]3=[O:33])=[CH:3][C:4]=2[S:24]([CH3:27])(=[O:26])=[O:25])=[O:9])[CH2:11][CH2:12]1, predict the reactants needed to synthesize it. The reactants are: Br[C:2]1[CH:7]=[CH:6][C:5]([C:8]([N:10]2[CH2:15][CH2:14][N:13]([C:16]3[CH:21]=[CH:20][C:19]([CH3:22])=[CH:18][C:17]=3[CH3:23])[CH2:12][CH2:11]2)=[O:9])=[C:4]([S:24]([CH3:27])(=[O:26])=[O:25])[CH:3]=1.[O:28]1[CH2:32][CH2:31][NH:30][C:29]1=[O:33]. (8) Given the product [CH:30]1([NH:32][C:23]([C:15]2[N:14]=[N:13][N:12]([C:9]3[CH:8]=[CH:7][C:6]([C:4]([NH:3][CH2:1][CH3:2])=[O:5])=[CH:11][CH:10]=3)[C:16]=2[CH2:17][CH2:18][CH2:19][CH2:20][CH2:21][F:22])=[O:25])[CH2:31][CH2:29]1, predict the reactants needed to synthesize it. The reactants are: [CH2:1]([NH:3][C:4]([C:6]1[CH:11]=[CH:10][C:9]([N:12]2[C:16]([CH2:17][CH2:18][CH2:19][CH2:20][CH2:21][F:22])=[C:15]([C:23]([OH:25])=O)[N:14]=[N:13]2)=[CH:8][CH:7]=1)=[O:5])[CH3:2].C1C=C[C:29]2N(O)N=[N:32][C:30]=2[CH:31]=1.C1(N)CC1.CCN=C=NCCCN(C)C. (9) Given the product [C:1]([O:4][CH2:5][C@H:6]([N:8]1[CH:17]=[CH:16][C:15]2[C:10](=[CH:11][CH:12]=[C:13]([CH:19]3[CH2:20][CH2:21]3)[C:14]=2[NH:18][C:35](=[O:36])[CH2:34][C:26]2[CH:27]=[CH:28][C:29]([C:30]([F:31])([F:32])[F:33])=[C:24]([F:23])[CH:25]=2)[C:9]1=[O:22])[CH3:7])(=[O:3])[CH3:2], predict the reactants needed to synthesize it. The reactants are: [C:1]([O:4][CH2:5][C@H:6]([N:8]1[CH:17]=[CH:16][C:15]2[C:10](=[CH:11][CH:12]=[C:13]([CH:19]3[CH2:21][CH2:20]3)[C:14]=2[NH2:18])[C:9]1=[O:22])[CH3:7])(=[O:3])[CH3:2].[F:23][C:24]1[CH:25]=[C:26]([CH2:34][C:35](O)=[O:36])[CH:27]=[CH:28][C:29]=1[C:30]([F:33])([F:32])[F:31].F[P-](F)(F)(F)(F)F.C[N+](C)=C(N(C)C)ON1C2N=CC=CC=2N=N1.C(N(CC)C(C)C)(C)C.C(Cl)Cl. (10) Given the product [Br:12][C:13]1[CH:20]=[CH:19][CH:18]=[CH:17][C:14]=1[CH:15]1[C:2]([C:1]([O:7][C:8]([CH3:11])([CH3:10])[CH3:9])=[O:6])=[C:3]([CH3:5])[NH:21][C:3]([CH3:5])=[C:2]1[C:1]([O:7][C:8]([CH3:11])([CH3:10])[CH3:9])=[O:22], predict the reactants needed to synthesize it. The reactants are: [C:1]([O:7][C:8]([CH3:11])([CH3:10])[CH3:9])(=[O:6])[CH2:2][C:3]([CH3:5])=O.[Br:12][C:13]1[CH:20]=[CH:19][CH:18]=[CH:17][C:14]=1[CH:15]=O.[NH4+:21].[OH-:22].